From a dataset of Reaction yield outcomes from USPTO patents with 853,638 reactions. Predict the reaction yield, written as a fraction of the theoretical maximum amount of product (1.0 means a 100% yield; for example, 0.34 means a 34% yield). (1) The reactants are C(P(CCCC)CCCC)CCC.N(C(N1CCCCC1)=O)=NC(N1CCCCC1)=O.[Cl:32][C:33]1[CH:51]=[CH:50][C:36]([O:37][C:38]2[CH:39]=[CH:40][C:41]3[N:45]=[C:44]([CH2:46][OH:47])[N:43]([CH3:48])[C:42]=3[CH:49]=2)=[CH:35][C:34]=1[F:52].O[C:54]1[CH:55]=[C:56]([CH:61]=[CH:62][CH:63]=1)[C:57]([O:59][CH3:60])=[O:58]. The catalyst is C1(C)C=CC=CC=1. The product is [ClH:32].[Cl:32][C:33]1[CH:51]=[CH:50][C:36]([O:37][C:38]2[CH:39]=[CH:40][C:41]3[N:45]=[C:44]([CH2:46][O:47][C:54]4[CH:55]=[C:56]([CH:61]=[CH:62][CH:63]=4)[C:57]([O:59][CH3:60])=[O:58])[N:43]([CH3:48])[C:42]=3[CH:49]=2)=[CH:35][C:34]=1[F:52]. The yield is 0.610. (2) The reactants are [C:1]([CH:3]1[CH2:6][N:5]([C:7](=[O:33])[C@H:8]([NH:12][C:13]([C:15]2[C:23]3[C:18](=[N:19][CH:20]=[C:21](Br)[N:22]=3)[N:17]([CH2:25][O:26][CH2:27][CH2:28][Si:29]([CH3:32])([CH3:31])[CH3:30])[CH:16]=2)=[O:14])[CH:9]2[CH2:11][CH2:10]2)[CH2:4]1)#[N:2].[CH3:34][C:35]1[N:36]([C:53]2[CH:58]=[CH:57][CH:56]=[CH:55][CH:54]=2)[CH:37]=[C:38]([Sn](CCCC)(CCCC)CCCC)[N:39]=1.O.C(=O)(O)[O-].[Na+]. The catalyst is CN(C=O)C.C1C=CC([P]([Pd]([P](C2C=CC=CC=2)(C2C=CC=CC=2)C2C=CC=CC=2)([P](C2C=CC=CC=2)(C2C=CC=CC=2)C2C=CC=CC=2)[P](C2C=CC=CC=2)(C2C=CC=CC=2)C2C=CC=CC=2)(C2C=CC=CC=2)C2C=CC=CC=2)=CC=1.[Cu]I.ClCCl. The product is [C:1]([CH:3]1[CH2:6][N:5]([C:7](=[O:33])[C@H:8]([NH:12][C:13]([C:15]2[C:23]3[C:18](=[N:19][CH:20]=[C:21]([C:38]4[N:39]=[C:35]([CH3:34])[N:36]([C:53]5[CH:58]=[CH:57][CH:56]=[CH:55][CH:54]=5)[CH:37]=4)[N:22]=3)[N:17]([CH2:25][O:26][CH2:27][CH2:28][Si:29]([CH3:32])([CH3:31])[CH3:30])[CH:16]=2)=[O:14])[CH:9]2[CH2:11][CH2:10]2)[CH2:4]1)#[N:2]. The yield is 0.590.